This data is from Reaction yield outcomes from USPTO patents with 853,638 reactions. The task is: Predict the reaction yield, written as a fraction of the theoretical maximum amount of product (1.0 means a 100% yield; for example, 0.34 means a 34% yield). (1) The reactants are [F:1][C:2]1[CH:7]=[CH:6][CH:5]=[C:4]([F:8])[C:3]=1[N:9]1[C:14]2[N:15]=[C:16]([NH:28][CH2:29][CH2:30][N:31]([CH3:33])[CH3:32])[N:17]=[C:18]([C:19]3[CH:20]=[C:21]([CH:25]=[CH:26][CH:27]=3)[C:22]([OH:24])=O)[C:13]=2[CH2:12][NH:11][C:10]1=[O:34].[CH2:35]([NH2:38])[CH2:36][CH3:37].CN(C(ON1N=NC2C=CC=NC1=2)=[N+](C)C)C.F[P-](F)(F)(F)(F)F.C(N(C(C)C)CC)(C)C. The catalyst is C(Cl)Cl.O. The product is [F:8][C:4]1[CH:5]=[CH:6][CH:7]=[C:2]([F:1])[C:3]=1[N:9]1[C:14]2[N:15]=[C:16]([NH:28][CH2:29][CH2:30][N:31]([CH3:32])[CH3:33])[N:17]=[C:18]([C:19]3[CH:20]=[C:21]([CH:25]=[CH:26][CH:27]=3)[C:22]([NH:38][CH2:35][CH2:36][CH3:37])=[O:24])[C:13]=2[CH2:12][NH:11][C:10]1=[O:34]. The yield is 0.310. (2) The product is [N:23]([CH:6]1[CH2:11][CH2:10][N:9]([C:12]2[CH:22]=[CH:21][C:15]([C:16]([O:18][CH2:19][CH3:20])=[O:17])=[CH:14][CH:13]=2)[CH2:8][CH2:7]1)=[N+:24]=[N-:25]. The catalyst is CN(C=O)C.[Cl-].[Na+].O. The yield is 0.870. The reactants are CS(O[CH:6]1[CH2:11][CH2:10][N:9]([C:12]2[CH:22]=[CH:21][C:15]([C:16]([O:18][CH2:19][CH3:20])=[O:17])=[CH:14][CH:13]=2)[CH2:8][CH2:7]1)(=O)=O.[N-:23]=[N+:24]=[N-:25].[Na+]. (3) The reactants are Cl[C:2]1[N:7]=[C:6]([O:8][C@@H:9]([C@H:11]2[CH2:15][NH:14][C:13](=[O:16])[CH2:12]2)[CH3:10])[C:5]2=[CH:17][N:18]([CH3:20])[N:19]=[C:4]2[CH:3]=1.CC1(C)C(C)(C)OB([C:29]2[CH:30]=[N:31][N:32]([CH:34]3[CH2:39][CH2:38][N:37]([C:40]([O:42][C:43]([CH3:46])([CH3:45])[CH3:44])=[O:41])[CH2:36][CH2:35]3)[CH:33]=2)O1.C(=O)([O-])[O-].[Na+].[Na+]. The catalyst is O1CCOCC1.CO.C1C=CC(P(C2C=CC=CC=2)[C-]2C=CC=C2)=CC=1.C1C=CC(P(C2C=CC=CC=2)[C-]2C=CC=C2)=CC=1.Cl[Pd]Cl.[Fe+2]. The product is [CH3:20][N:18]1[CH:17]=[C:5]2[C:6]([O:8][C@@H:9]([C@@H:11]3[CH2:12][C:13](=[O:16])[NH:14][CH2:15]3)[CH3:10])=[N:7][C:2]([C:29]3[CH:30]=[N:31][N:32]([CH:34]4[CH2:35][CH2:36][N:37]([C:40]([O:42][C:43]([CH3:46])([CH3:45])[CH3:44])=[O:41])[CH2:38][CH2:39]4)[CH:33]=3)=[CH:3][C:4]2=[N:19]1. The yield is 0.800.